From a dataset of Peptide-MHC class I binding affinity with 185,985 pairs from IEDB/IMGT. Regression. Given a peptide amino acid sequence and an MHC pseudo amino acid sequence, predict their binding affinity value. This is MHC class I binding data. The MHC is HLA-A68:02 with pseudo-sequence HLA-A68:02. The peptide sequence is TRAPAPFPL. The binding affinity (normalized) is 0.550.